This data is from TCR-epitope binding with 47,182 pairs between 192 epitopes and 23,139 TCRs. The task is: Binary Classification. Given a T-cell receptor sequence (or CDR3 region) and an epitope sequence, predict whether binding occurs between them. (1) The epitope is NLVPMVATV. The TCR CDR3 sequence is CASSYNTEAFF. Result: 1 (the TCR binds to the epitope). (2) The epitope is GTSGSPIIDK. The TCR CDR3 sequence is CASSYSIPDTQYF. Result: 1 (the TCR binds to the epitope). (3) The epitope is FLASKIGRLV. The TCR CDR3 sequence is CATSDPGNEQFF. Result: 1 (the TCR binds to the epitope). (4) The epitope is GTSGSPIINR. Result: 1 (the TCR binds to the epitope). The TCR CDR3 sequence is CASSQTGATGELFF. (5) The epitope is IVTDFSVIK. The TCR CDR3 sequence is CASSILRSADTQYF. Result: 1 (the TCR binds to the epitope). (6) The epitope is KAYNVTQAF. Result: 0 (the TCR does not bind to the epitope). The TCR CDR3 sequence is CASSFGGNTGELFF. (7) The epitope is ILHCANFNV. The TCR CDR3 sequence is CASSLTGLQPQHF. Result: 1 (the TCR binds to the epitope).